Predict the reaction yield, written as a fraction of the theoretical maximum amount of product (1.0 means a 100% yield; for example, 0.34 means a 34% yield). From a dataset of Reaction yield outcomes from USPTO patents with 853,638 reactions. (1) The reactants are [Cl:1][C:2]1[C:3]([F:22])=[C:4]([CH:19]=[CH:20][CH:21]=1)[NH:5][C:6]1[C:15]2[C:10](=[CH:11][C:12]([O:17][CH3:18])=[C:13]([OH:16])[CH:14]=2)[N:9]=[CH:8][N:7]=1.[C:23]([O:27][C:28]([N:30]1[CH2:34][CH2:33][C@@H:32](OS(C2C=CC([N+]([O-])=O)=CC=2)(=O)=O)[CH2:31]1)=[O:29])([CH3:26])([CH3:25])[CH3:24].[F-].[Cs+]. The catalyst is CN(C)C=O. The product is [Cl:1][C:2]1[C:3]([F:22])=[C:4]([CH:19]=[CH:20][CH:21]=1)[NH:5][C:6]1[C:15]2[C:10](=[CH:11][C:12]([O:17][CH3:18])=[C:13]([O:16][C@H:33]3[CH2:32][CH2:31][N:30]([C:28]([O:27][C:23]([CH3:26])([CH3:25])[CH3:24])=[O:29])[CH2:34]3)[CH:14]=2)[N:9]=[CH:8][N:7]=1. The yield is 0.950. (2) The reactants are [I:1][CH2:2][CH2:3][CH2:4][CH2:5][CH2:6][CH2:7][CH2:8][CH2:9][CH2:10][CH2:11]I.[N:13]1[C:22]2[C:17](=[CH:18][CH:19]=[CH:20][CH:21]=2)[CH:16]=[CH:15][CH:14]=1. No catalyst specified. The product is [I-:1].[I-:1].[CH2:2]([N+:13]1[C:22]2[C:17](=[CH:18][CH:19]=[CH:20][CH:21]=2)[CH:16]=[CH:15][CH:14]=1)[CH2:3][CH2:4][CH2:5][CH2:6][CH2:7][CH2:8][CH2:9][CH2:10][CH2:11][N+:13]1[C:22]2[C:17](=[CH:18][CH:19]=[CH:20][CH:21]=2)[CH:16]=[CH:15][CH:14]=1. The yield is 0.910. (3) The reactants are [CH3:1][O:2][C:3]1[CH:4]=[C:5]2[C:10](=[CH:11][C:12]=1[O:13][CH3:14])[N:9]=[CH:8][N:7]=[C:6]2[O:15][C:16]1[CH:22]=[CH:21][C:19]([NH2:20])=[C:18]([N+:23]([O-:25])=[O:24])[CH:17]=1.ClC(Cl)(O[C:30](=[O:36])[O:31][C:32](Cl)(Cl)Cl)Cl.[Cl:38][C:39]1[CH:44]=[CH:43][CH:42]=[CH:41][C:40]=1CO.C(=O)(O)[O-].[Na+]. The catalyst is C(Cl)Cl.C(N(CC)CC)C.C1(C)C=CC=CC=1. The product is [CH3:1][O:2][C:3]1[CH:4]=[C:5]2[C:10](=[CH:11][C:12]=1[O:13][CH3:14])[N:9]=[CH:8][N:7]=[C:6]2[O:15][C:16]1[CH:22]=[CH:21][C:19]([NH:20][C:30](=[O:36])[O:31][CH2:32][C:40]2[CH:41]=[CH:42][CH:43]=[CH:44][C:39]=2[Cl:38])=[C:18]([N+:23]([O-:25])=[O:24])[CH:17]=1. The yield is 0.500. (4) The reactants are [F:1][C:2]1[CH:3]=[C:4]([CH:8]=[C:9]([F:11])[CH:10]=1)C(O)=O.C([N:14]([CH2:17]C)CC)C.C1([O:25]P(N=[N+]=[N-])(=O)OC2C=CC=CC=2)C=CC=CC=1.[NH2:38][C:39]1[CH:44]=[CH:43][C:42]([C:45]2[CH:53]=[CH:52][C:51]([C:54]3[NH:55][C:56]([CH3:59])=[CH:57][N:58]=3)=[C:50]3[C:46]=2[CH2:47][NH:48][C:49]3=[O:60])=[C:41]([F:61])[CH:40]=1.C([O-])(O)=O.[Na+]. The catalyst is C1COCC1.C(OCC)(=O)C.O. The product is [F:11][C:9]1[CH:8]=[C:4]([NH:14][C:17]([NH:38][C:39]2[CH:44]=[CH:43][C:42]([C:45]3[CH:53]=[CH:52][C:51]([C:54]4[NH:55][C:56]([CH3:59])=[CH:57][N:58]=4)=[C:50]4[C:46]=3[CH2:47][NH:48][C:49]4=[O:60])=[C:41]([F:61])[CH:40]=2)=[O:25])[CH:3]=[C:2]([F:1])[CH:10]=1. The yield is 0.550. (5) The reactants are Br[C:2]1[CH:3]=[C:4]2[C:9](=[CH:10][CH:11]=1)[N:8](C(=O)C(F)(F)F)[C@@H:7]([CH3:18])[CH2:6][N:5]2[C:19]([CH:21]1[CH2:23][CH2:22]1)=[O:20].CC1(C)C(C)(C)OB([N:32]2[CH:36]=[CH:35][CH:34]=[N:33]2)O1.[C:38](=O)([O-])[O-].[Cs+].[Cs+].O1[CH2:49][CH2:48]OCC1. The catalyst is O.CC(C1C=C(C(C)C)C(C2C=CC=C(P(C3CCCCC3)C3CCCCC3)C=2)=C(C(C)C)C=1)C.C1C=[C-]C(C2C(N)=CC=CC=2)=CC=1.Cl[Pd+]. The product is [CH:21]1([C:19]([N:5]2[C:4]3[C:9](=[CH:10][CH:11]=[C:2]([C:35]4[CH:34]=[N:33][N:32]([CH:49]5[CH2:48][CH2:38]5)[CH:36]=4)[CH:3]=3)[NH:8][C@@H:7]([CH3:18])[CH2:6]2)=[O:20])[CH2:22][CH2:23]1. The yield is 0.790.